From a dataset of Reaction yield outcomes from USPTO patents with 853,638 reactions. Predict the reaction yield, written as a fraction of the theoretical maximum amount of product (1.0 means a 100% yield; for example, 0.34 means a 34% yield). The reactants are C[O:2][C:3]1[CH:4]=[C:5]2[C:10](=[C:11]([N+:13]([O-:15])=[O:14])[CH:12]=1)[N:9]=[CH:8][CH:7]=[CH:6]2.[OH-].[Na+]. The catalyst is Br. The product is [OH:2][C:3]1[CH:4]=[C:5]2[C:10](=[C:11]([N+:13]([O-:15])=[O:14])[CH:12]=1)[N:9]=[CH:8][CH:7]=[CH:6]2. The yield is 0.320.